From a dataset of Catalyst prediction with 721,799 reactions and 888 catalyst types from USPTO. Predict which catalyst facilitates the given reaction. (1) Reactant: [C:1]([C:3]1[CH:15]=[C:14]2[C:6]([C:7]3[C:8](=[O:35])[C:9]4[CH:21]=[CH:20][C:19]([O:22][CH2:23][C:24]([NH:26][CH2:27][CH2:28][O:29]C(=O)C(C)=C)=[O:25])=[CH:18][C:10]=4[C:11]([CH3:17])([CH3:16])[C:12]=3[NH:13]2)=[CH:5][CH:4]=1)#[N:2].[OH-].[K+]. Product: [C:1]([C:3]1[CH:15]=[C:14]2[C:6]([C:7]3[C:8](=[O:35])[C:9]4[CH:21]=[CH:20][C:19]([O:22][CH2:23][C:24]([NH:26][CH2:27][CH2:28][OH:29])=[O:25])=[CH:18][C:10]=4[C:11]([CH3:17])([CH3:16])[C:12]=3[NH:13]2)=[CH:5][CH:4]=1)#[N:2]. The catalyst class is: 24. (2) Product: [Cl:1][C:2]1[CH:3]=[C:4]([NH:9][C:10]([C:13]2[N:14]=[N:15][S:16][C:17]=2[CH2:18][O:19][Si:20]([CH:27]([CH3:29])[CH3:28])([CH:24]([CH3:26])[CH3:25])[CH:21]([CH3:23])[CH3:22])=[N:30][OH:31])[CH:5]=[CH:6][C:7]=1[F:8]. The catalyst class is: 14. Reactant: [Cl:1][C:2]1[CH:3]=[C:4]([N:9]=[C:10]([C:13]2[N:14]=[N:15][S:16][C:17]=2[CH2:18][O:19][Si:20]([CH:27]([CH3:29])[CH3:28])([CH:24]([CH3:26])[CH3:25])[CH:21]([CH3:23])[CH3:22])SC)[CH:5]=[CH:6][C:7]=1[F:8].[NH2:30][OH:31]. (3) Reactant: [Br:1][C:2]1[C:3]([F:12])=[CH:4][C:5]([F:11])=[C:6]([C:8](=O)[CH3:9])[CH:7]=1.[CH3:13][C:14]([S@:17]([NH2:19])=[O:18])([CH3:16])[CH3:15].O. Product: [Br:1][C:2]1[C:3]([F:12])=[CH:4][C:5]([F:11])=[C:6](/[C:8](=[N:19]/[S@@:17]([C:14]([CH3:16])([CH3:15])[CH3:13])=[O:18])/[CH3:9])[CH:7]=1. The catalyst class is: 1. (4) Reactant: [CH2:1]([C:3]1[CH:7]=[C:6]([C:8](OCC)=[O:9])[N:5]([CH3:13])[N:4]=1)[CH3:2].[H-].[Al+3].[Li+].[H-].[H-].[H-].C(O)C.[Cl-].[NH4+]. Product: [CH2:1]([C:3]1[CH:7]=[C:6]([CH2:8][OH:9])[N:5]([CH3:13])[N:4]=1)[CH3:2]. The catalyst class is: 1. (5) The catalyst class is: 4. Product: [Cl:8][C:5]1[CH:6]=[CH:7][C:2]([NH:1][S:14]([C:17]([F:20])([F:19])[F:18])(=[O:15])=[O:13])=[C:3]([C:9](=[O:12])[CH2:10][CH3:11])[CH:4]=1. Reactant: [NH2:1][C:2]1[CH:7]=[CH:6][C:5]([Cl:8])=[CH:4][C:3]=1[C:9](=[O:12])[CH2:10][CH3:11].[O:13](S(C(F)(F)F)(=O)=O)[S:14]([C:17]([F:20])([F:19])[F:18])(=O)=[O:15]. (6) Product: [CH2:34]([S:1][C:2]1[N:6]([CH2:7][C:8]2[CH:9]=[CH:10][C:11]([C:14]3[CH:19]=[CH:18][CH:17]=[CH:16][C:15]=3[C:20]3[NH:24][N:23]=[N:22][N:21]=3)=[CH:12][CH:13]=2)[C:5]2[C:25]([C:29]([O:31][CH2:32][CH3:33])=[O:30])=[CH:26][CH:27]=[CH:28][C:4]=2[N:3]=1)[CH3:35]. The catalyst class is: 8. Reactant: [SH:1][C:2]1[N:6]([CH2:7][C:8]2[CH:13]=[CH:12][C:11]([C:14]3[CH:19]=[CH:18][CH:17]=[CH:16][C:15]=3[C:20]3[NH:24][N:23]=[N:22][N:21]=3)=[CH:10][CH:9]=2)[C:5]2[C:25]([C:29]([O:31][CH2:32][CH3:33])=[O:30])=[CH:26][CH:27]=[CH:28][C:4]=2[N:3]=1.[CH2:34](I)[CH3:35].Cl.